This data is from Forward reaction prediction with 1.9M reactions from USPTO patents (1976-2016). The task is: Predict the product of the given reaction. (1) Given the reactants [N:1]1[C:6]([C:7]([O:9]C)=[O:8])=[CH:5][CH:4]=[CH:3][C:2]=1[C:11]([O:13][CH3:14])=[O:12].[OH-].[K+], predict the reaction product. The product is: [CH3:14][O:13][C:11]([C:2]1[N:1]=[C:6]([C:7]([OH:9])=[O:8])[CH:5]=[CH:4][CH:3]=1)=[O:12]. (2) Given the reactants C(NCCNC(=O)C1C=C([N+]([O-])=O)C=CC=1O)(=[O:8])C1C=CC=CC=1.Cl[C:26]1[CH:31]=[CH:30][C:29]([N+:32]([O-:34])=[O:33])=[CH:28][C:27]=1[C:35]([F:38])([F:37])[F:36], predict the reaction product. The product is: [N+:32]([C:29]1[CH:30]=[CH:31][C:26]([OH:8])=[C:27]([C:35]([F:38])([F:37])[F:36])[CH:28]=1)([O-:34])=[O:33]. (3) Given the reactants [CH3:1][N:2]1[CH:6]=[CH:5][N:4]=[C:3]1[CH3:7].[Br:8][C:9]1[CH:14]=[CH:13][CH:12]=[C:11](Br)[CH:10]=1.C(=O)([O-])[O-].[K+].[K+], predict the reaction product. The product is: [Br:8][C:9]1[CH:14]=[CH:13][CH:12]=[C:11]([C:6]2[N:2]([CH3:1])[C:3]([CH3:7])=[N:4][CH:5]=2)[CH:10]=1. (4) The product is: [CH3:24][N:21]1[C:22]2[C:18](=[CH:17][CH:16]=[C:15]([NH:11][CH2:10][CH2:9][C:6]3[CH:5]=[CH:4][C:3]([C:2]([F:12])([F:1])[F:13])=[CH:8][N:7]=3)[CH:23]=2)[CH:19]=[CH:20]1. Given the reactants [F:1][C:2]([F:13])([F:12])[C:3]1[CH:4]=[CH:5][C:6]([CH2:9][CH2:10][NH2:11])=[N:7][CH:8]=1.Br[C:15]1[CH:23]=[C:22]2[C:18]([CH:19]=[CH:20][N:21]2[CH3:24])=[CH:17][CH:16]=1.C(=O)([O-])[O-].[Cs+].[Cs+].C(C1CCCCC1=O)(=O)C, predict the reaction product. (5) Given the reactants [Cl:1][C:2]1[C:7]([N+:8]([O-:10])=[O:9])=[C:6](Cl)[C:5]([CH3:12])=[C:4]([CH3:13])[N:3]=1.CN(C)C=O.[O:19]([CH2:26][CH2:27][NH2:28])[C:20]1[CH:25]=[CH:24][CH:23]=[CH:22][CH:21]=1, predict the reaction product. The product is: [Cl:1][C:2]1[C:7]([N+:8]([O-:10])=[O:9])=[C:6]([NH:28][CH2:27][CH2:26][O:19][C:20]2[CH:25]=[CH:24][CH:23]=[CH:22][CH:21]=2)[C:5]([CH3:12])=[C:4]([CH3:13])[N:3]=1.